The task is: Predict which catalyst facilitates the given reaction.. This data is from Catalyst prediction with 721,799 reactions and 888 catalyst types from USPTO. (1) Reactant: [OH:1][C:2]1[CH:10]=[CH:9][C:5]([C:6]([OH:8])=O)=[CH:4][CH:3]=1.[Cl:11][C:12]1[NH:20][C:19]2[C:18](=[O:21])[N:17]([CH2:22][CH2:23][CH2:24][CH2:25]/[C:26](=[N:29]/[H])/[NH:27]O)[C:16](=[O:31])[N:15]([CH2:32][CH2:33][CH3:34])[C:14]=2[N:13]=1.ClC1NC2C(=O)N(CCCC/C(=N/[H])/NO)C(=O)N(CCCCC)C=2N=1. Product: [Cl:11][C:12]1[NH:20][C:19]2[C:18](=[O:21])[N:17]([CH2:22][CH2:23][CH2:24][CH2:25][C:26]3[N:27]=[C:6]([C:5]4[CH:4]=[CH:3][C:2]([OH:1])=[CH:10][CH:9]=4)[O:8][N:29]=3)[C:16](=[O:31])[N:15]([CH2:32][CH2:33][CH3:34])[C:14]=2[N:13]=1. The catalyst class is: 16. (2) Reactant: Cl[CH2:2][CH2:3][N:4]1[CH2:9][CH2:8][CH2:7][CH:6]([N:10]2[C:14]3[C:15]4[CH:16]=[CH:17][CH:18]=[CH:19][C:20]=4[S:21](=[O:24])(=[O:23])[CH2:22][C:13]=3[C:12]([C:25]([N:27]3[CH2:32][CH2:31][O:30][CH2:29][CH2:28]3)=[O:26])=[N:11]2)[CH2:5]1.[NH3:33]. Product: [N:27]1([C:25]([C:12]2[C:13]3[CH2:22][S:21](=[O:24])(=[O:23])[C:20]4[CH:19]=[CH:18][CH:17]=[CH:16][C:15]=4[C:14]=3[N:10]([CH:6]3[CH2:7][CH2:8][CH2:9][N:4]([CH2:3][CH2:2][NH2:33])[CH2:5]3)[N:11]=2)=[O:26])[CH2:28][CH2:29][O:30][CH2:31][CH2:32]1. The catalyst class is: 23. (3) Reactant: C[O:2][C:3]([C:5]1[C:6]2[CH2:7][CH2:8][N:9]([CH2:15][C:16]3[CH:21]=[CH:20][C:19]([C@@H:22]([NH:24][C:25](=[O:27])[CH3:26])[CH3:23])=[CH:18][CH:17]=3)[CH2:10][C:11]=2[CH:12]=[CH:13][CH:14]=1)=[O:4].[OH-].[Na+]. Product: [C:25]([NH:24][C@H:22]([C:19]1[CH:20]=[CH:21][C:16]([CH2:15][N:9]2[CH2:8][CH2:7][C:6]3[C:5]([C:3]([OH:4])=[O:2])=[CH:14][CH:13]=[CH:12][C:11]=3[CH2:10]2)=[CH:17][CH:18]=1)[CH3:23])(=[O:27])[CH3:26]. The catalyst class is: 5. (4) Reactant: [CH:1]1([CH2:4][O:5][C:6]2[CH:32]=[CH:31][C:9]3[N:10]=[C:11]([N:13]4[CH2:18][CH2:17][CH:16]([O:19][CH2:20][C@@H:21]([NH:23]C(=O)OC(C)(C)C)[CH3:22])[CH2:15][CH2:14]4)[O:12][C:8]=3[CH:7]=2)[CH2:3][CH2:2]1.[ClH:33].C(OCC)(=O)C. Product: [ClH:33].[CH:1]1([CH2:4][O:5][C:6]2[CH:32]=[CH:31][C:9]3[N:10]=[C:11]([N:13]4[CH2:18][CH2:17][CH:16]([O:19][CH2:20][C@@H:21]([NH2:23])[CH3:22])[CH2:15][CH2:14]4)[O:12][C:8]=3[CH:7]=2)[CH2:3][CH2:2]1. The catalyst class is: 13. (5) Reactant: [Cl:1][C:2]1[C:3](F)=[C:4]([CH:7]=[C:8]([C:10]([F:13])([F:12])[F:11])[CH:9]=1)[CH:5]=[O:6].C[O-:16].[Na+].B(Br)(Br)Br. Product: [Cl:1][C:2]1[C:3]([OH:16])=[C:4]([CH:7]=[C:8]([C:10]([F:13])([F:12])[F:11])[CH:9]=1)[CH:5]=[O:6]. The catalyst class is: 5. (6) Reactant: Br[C:2]1[CH:7]=[CH:6][CH:5]=[CH:4][C:3]=1[CH2:8][C:9]([O:11][CH3:12])=[O:10].[S:13]1[C:17]2[CH:18]=[CH:19][CH:20]=[CH:21][C:16]=2[CH:15]=[C:14]1B(O)O.[F-].[Cs+]. Product: [S:13]1[C:17]2[CH:18]=[CH:19][CH:20]=[CH:21][C:16]=2[CH:15]=[C:14]1[C:2]1[CH:7]=[CH:6][CH:5]=[CH:4][C:3]=1[CH2:8][C:9]([O:11][CH3:12])=[O:10]. The catalyst class is: 104. (7) Reactant: Br[CH2:2][CH2:3][C:4]1[CH:9]=[CH:8][CH:7]=[CH:6][CH:5]=1.[CH:10]([C:12]1[CH:20]=[C:16]([C:17]([OH:19])=[O:18])[C:15]([OH:21])=[CH:14][CH:13]=1)=[O:11].C(=O)([O-])[O-].[Cs+].[Cs+]. Product: [C:4]1([CH2:3][CH2:2][O:21][C:15]2[CH:14]=[CH:13][C:12]([CH:10]=[O:11])=[CH:20][C:16]=2[C:17]([O:19][CH2:2][CH2:3][C:4]2[CH:9]=[CH:8][CH:7]=[CH:6][CH:5]=2)=[O:18])[CH:9]=[CH:8][CH:7]=[CH:6][CH:5]=1. The catalyst class is: 711.